Dataset: Forward reaction prediction with 1.9M reactions from USPTO patents (1976-2016). Task: Predict the product of the given reaction. (1) Given the reactants [Cl:1][C:2]1[C:6]([S:7](Cl)(=[O:9])=[O:8])=[CH:5][N:4]([CH3:11])[C:3]=1[C:12]([O:14][CH3:15])=[O:13].[F:16][C:17]([F:24])([F:23])[C:18]1([NH2:22])[CH2:21][CH2:20][CH2:19]1.CCN(C(C)C)C(C)C, predict the reaction product. The product is: [Cl:1][C:2]1[C:6]([S:7](=[O:9])(=[O:8])[NH:22][C:18]2([C:17]([F:24])([F:23])[F:16])[CH2:21][CH2:20][CH2:19]2)=[CH:5][N:4]([CH3:11])[C:3]=1[C:12]([O:14][CH3:15])=[O:13]. (2) Given the reactants [CH2:1]1CCN(C(N=NC(N2CCCCC2)=O)=O)C[CH2:2]1.[CH3:19][O:20][C:21]1[CH:25]=[C:24]([C:26]2[CH:27]=[C:28]([OH:38])[CH:29]=[CH:30][C:31]=2[O:32][CH:33]([CH3:37])[CH2:34][O:35][CH3:36])[NH:23][N:22]=1.C(O)C.C(P(CCCC)CCCC)CCC, predict the reaction product. The product is: [CH2:1]([O:38][C:28]1[CH:29]=[CH:30][C:31]([O:32][CH:33]([CH3:37])[CH2:34][O:35][CH3:36])=[C:26]([C:24]2[NH:23][N:22]=[C:21]([O:20][CH3:19])[CH:25]=2)[CH:27]=1)[CH3:2]. (3) Given the reactants [CH3:1][C:2]1[CH:3]=[C:4]([CH:8]=[CH:9][C:10]=1[C:11]([N:13]1[CH2:17][CH2:16][CH2:15][CH2:14]1)=[O:12])[C:5]([OH:7])=O.CN(C(ON1N=NC2C=CC=CC1=2)=[N+](C)C)C.[B-](F)(F)(F)F.C(N(C(C)C)CC)(C)C.[C:49]([O:53][C:54]([CH2:56][O:57][CH2:58][C@H:59]([NH2:70])[C:60]1[NH:64][C:63]2[CH:65]=[CH:66][C:67]([Cl:69])=[CH:68][C:62]=2[N:61]=1)=[O:55])([CH3:52])([CH3:51])[CH3:50].ClCl, predict the reaction product. The product is: [C:49]([O:53][C:54]([CH2:56][O:57][CH2:58][C@H:59]([NH:70][C:5](=[O:7])[C:4]1[CH:8]=[CH:9][C:10]([C:11]([N:13]2[CH2:17][CH2:16][CH2:15][CH2:14]2)=[O:12])=[C:2]([CH3:1])[CH:3]=1)[C:60]1[NH:64][C:63]2[CH:65]=[CH:66][C:67]([Cl:69])=[CH:68][C:62]=2[N:61]=1)=[O:55])([CH3:52])([CH3:50])[CH3:51]. (4) Given the reactants [C:1]([O:5][C:6]([NH:8][C@@H:9]([CH2:28][C:29]1[CH:34]=[CH:33][CH:32]=[CH:31][CH:30]=1)[C@@H:10]([OH:27])[C@@H:11]([NH:15][CH2:16][C:17]1[CH:22]=[CH:21][C:20]([O:23][CH3:24])=[C:19]([O:25][CH3:26])[CH:18]=1)[C:12]([OH:14])=O)=[O:7])([CH3:4])([CH3:3])[CH3:2].[NH2:35][C@@H:36]([CH:50]([CH3:52])[CH3:51])[C:37]([NH:39][CH2:40][C:41]1[CH:46]=[CH:45][C:44]([O:47][CH3:48])=[CH:43][C:42]=1[OH:49])=[O:38], predict the reaction product. The product is: [C:1]([O:5][C:6](=[O:7])[NH:8][C@@H:9]([CH2:28][C:29]1[CH:34]=[CH:33][CH:32]=[CH:31][CH:30]=1)[C@@H:10]([OH:27])[C@@H:11]([NH:15][CH2:16][C:17]1[CH:22]=[CH:21][C:20]([O:23][CH3:24])=[C:19]([O:25][CH3:26])[CH:18]=1)[C:12](=[O:14])[NH:35][C@H:36]([C:37](=[O:38])[NH:39][CH2:40][C:41]1[CH:46]=[CH:45][C:44]([O:47][CH3:48])=[CH:43][C:42]=1[OH:49])[CH:50]([CH3:52])[CH3:51])([CH3:4])([CH3:3])[CH3:2]. (5) Given the reactants [CH3:1][O:2][C:3]1[CH:10]=[CH:9][C:6]([CH:7]=O)=[CH:5][CH:4]=1.[NH:11]1[C:19]2[C:14](=[CH:15][CH:16]=[CH:17][CH:18]=2)[C:13]([CH2:20][CH2:21][NH2:22])=[CH:12]1.FC(F)(F)C(O)=O, predict the reaction product. The product is: [CH3:1][O:2][C:3]1[CH:10]=[CH:9][C:6]([CH:7]2[C:12]3[NH:11][C:19]4[C:14]([C:13]=3[CH2:20][CH2:21][NH:22]2)=[CH:15][CH:16]=[CH:17][CH:18]=4)=[CH:5][CH:4]=1.